From a dataset of Catalyst prediction with 721,799 reactions and 888 catalyst types from USPTO. Predict which catalyst facilitates the given reaction. (1) Reactant: [NH2:1][CH2:2][C:3]1[CH:8]=[CH:7][C:6]([C:9]2[NH:10][C:11](=[O:21])[C:12]3[CH:13]=[CH:14][CH:15]=[C:16]([C:19]#[N:20])[C:17]=3[CH:18]=2)=[CH:5][CH:4]=1.[CH3:22][C:23]1[O:27][C:26](=O)[NH:25][N:24]=1.CCN(C(C)C)C(C)C.F[P-](F)(F)(F)(F)F.CN([PH+](N(C)C)N(C)C)C. Product: [CH3:22][C:23]1[O:27][C:26]([NH:1][CH2:2][C:3]2[CH:4]=[CH:5][C:6]([C:9]3[NH:10][C:11](=[O:21])[C:12]4[CH:13]=[CH:14][CH:15]=[C:16]([C:19]#[N:20])[C:17]=4[CH:18]=3)=[CH:7][CH:8]=2)=[N:25][N:24]=1. The catalyst class is: 3. (2) Reactant: [CH3:1][O:2][C:3](=[O:15])[C:4]1[CH:9]=[CH:8][C:7]([NH:10][CH2:11][CH2:12][Cl:13])=[C:6]([NH2:14])[CH:5]=1.[C:16]([O-])(O)=O.[Na+]. Product: [CH3:1][O:2][C:3]([C:4]1[CH:9]=[CH:8][C:7]2[N:10]([CH2:11][CH2:12][Cl:13])[CH:16]=[N:14][C:6]=2[CH:5]=1)=[O:15]. The catalyst class is: 106. (3) Reactant: [CH2:1]([O:4][C:5]1[CH:13]=[C:12]2[C:8]([CH:9]=[C:10]([C:15](OCC)=[O:16])[N:11]2[CH3:14])=[CH:7][C:6]=1[Br:20])[CH:2]=[CH2:3].CC(C[AlH]CC(C)C)C. Product: [CH2:1]([O:4][C:5]1[CH:13]=[C:12]2[C:8]([CH:9]=[C:10]([CH2:15][OH:16])[N:11]2[CH3:14])=[CH:7][C:6]=1[Br:20])[CH:2]=[CH2:3]. The catalyst class is: 2. (4) Reactant: [F:1][C:2]1[CH:3]=[C:4]([C:8]2[N:13]=[C:12]([CH3:14])[C:11]([C:15]([OH:17])=O)=[CH:10][N:9]=2)[CH:5]=[CH:6][CH:7]=1.C1C=NC2N(O)N=NC=2C=1.CN(C(ON1N=NC2C=CC=NC1=2)=[N+](C)C)C.F[P-](F)(F)(F)(F)F.[F:52][C:53]1[CH:54]=[C:55]2[C:59](=[CH:60][CH:61]=1)[N:58]([NH2:62])[C:57]([CH3:63])=[CH:56]2.CCN(C(C)C)C(C)C. Product: [F:52][C:53]1[CH:54]=[C:55]2[C:59](=[CH:60][CH:61]=1)[N:58]([NH:62][C:15]([C:11]1[C:12]([CH3:14])=[N:13][C:8]([C:4]3[CH:5]=[CH:6][CH:7]=[C:2]([F:1])[CH:3]=3)=[N:9][CH:10]=1)=[O:17])[C:57]([CH3:63])=[CH:56]2. The catalyst class is: 303.